This data is from Experimentally validated miRNA-target interactions with 360,000+ pairs, plus equal number of negative samples. The task is: Binary Classification. Given a miRNA mature sequence and a target amino acid sequence, predict their likelihood of interaction. (1) The miRNA is mmu-miR-466n-5p with sequence GUGUGUGCGUACAUGUACAUGU. The protein sequence of the target gene is MPLNSSMECKNYDYDYDSYQPYFYFDNEDEDFYNHQHGQPPAPSEDIWKKFELLPTPPLSPSRRPSLSDPFPSTADKLEMVSEFLGDDVVNHSIICDADYSQSFLKSIIIQDCMWSGFSAAAKLEKVVSERLASLQAARKESSRTESADICRSVGFLQDMSTPASQCIDPSVVFPFPLTDSTKPCKPAPTPASTTLPLDTPPNSGSSSSSSDSESDDEDDEDEEEEEEIDVVTVEKRKSVKKSDANATHQSPVVLKRCHVNIHQHNYAAHPSTRNEQPAVKRIKFESHIRVFKQISHNRK.... Result: 0 (no interaction). (2) The miRNA is hsa-miR-19b-3p with sequence UGUGCAAAUCCAUGCAAAACUGA. The protein sequence of the target gene is MGPLRESKKEHRVQHHDKEISRSRIPRLILRPHMPQQQHKVSPASESPFSEEESREFNPSSSGRSARTVSSNSFCSDDTGCPSSQSVSPVKTPSDAGNSPIGFCPGSDEGFTRKKCTIGMVGEGSIQSSRYKKESKSGLVKPGSEADFSSSSSTGSISAPEVHMSTAGSKRSSSSRNRGPHGRSNGASSHKPGSSPSSPREKDLLSMLCRNQLSPVNIHPSYAPSSPSSSNSGSYKGSDCSPIMRRSGRYMSCGENHGVRPPNPEQYLTPLQQKEVTVRHLKTKLKESERRLHERESEIV.... Result: 1 (interaction). (3) The miRNA is hsa-miR-320b with sequence AAAAGCUGGGUUGAGAGGGCAA. The protein sequence of the target gene is MKHINLSFAACGFLGIYHLGAASALCRHGKKLVKDVKAFAGASAGSLVASVLLTAPEKIEECNQFTYKFAEEIRRQSFGAVTPGYDFMARLRSGMESILPPSAHELAQNRLHVSITNAKTRENHLVSTFSSREDLIKVLLASSFVPIYAGLKLVEYKGQKWVDGGLTNALPILPVGRTVTISPFSGRLDISPQDKGQLDLYVNIAKQDIMLSLANLVRLNQALFPPSKRKMESLYQCGFDDTVKFLLKENWFE. Result: 0 (no interaction). (4) The miRNA is hsa-miR-7847-3p with sequence CGUGGAGGACGAGGAGGAGGC. The protein sequence of the target gene is MDYDFKAKLAAERERVEDLFEYEGCKVGRGTYGHVYKARRKDGKDEKEYALKQIEGTGISMSACREIALLRELKHPNVIALQKVFLSHSDRKVWLLFDYAEHDLWHIIKFHRASKANKKPMQLPRSMVKSLLYQILDGIHYLHANWVLHRDLKPANILVMGEGPERGRVKIADMGFARLFNSPLKPLADLDPVVVTFWYRAPELLLGARHYTKAIDIWAIGCIFAELLTSEPIFHCRQEDIKTSNPFHHDQLDRIFSVMGFPADKDWEDIRKMPEYPTLQKDFRRTTYANSSLIKYMEKH.... Result: 1 (interaction). (5) The miRNA is hsa-miR-20a-5p with sequence UAAAGUGCUUAUAGUGCAGGUAG. The protein sequence of the target gene is MNIMDFNVKKLAADAGTFLSRAVQFTEEKLGQAEKTELDAHLENLLSKAECTKIWTEKIMKQTEVLLQPNPNARIEEFVYEKLDRKAPSRINNPELLGQYMIDAGTEFGPGTAYGNALIKCGETQKRIGTADRELIQTSALNFLTPLRNFIEGDYKTIAKERKLLQNKRLDLDAAKTRLKKAKAAETRNSSEQELRITQSEFDRQAEITRLLLEGISSTHAHHLRCLNDFVEAQMTYYAQCYQYMLDLQKQLGSFPSNYLSNNNQTSVTPVPSVLPNAIGSSAMASTSGLVITSPSNLSD.... Result: 1 (interaction). (6) The miRNA is hsa-miR-5010-5p with sequence AGGGGGAUGGCAGAGCAAAAUU. The protein sequence of the target gene is MKRGRLPSSSEDSDDNGSLSTTWSQHSRSQHGRSSTCSRPEDRKPSEVFRTDLITAMKLHDSYQLNPDDYYVLADPWRQEWEKGVQVPVSPGTIPQPVARVVSEEKSLMFIRPKKYIASSGSEPPALGYVDIRTLADSVCRYDLNDMDAAWLEVTNEEFKEMGMPELDEYTMERVLEEFEQRCYDNMNHAIETEEGLGIEYDEDVVCDVCQSPDGEDGNEMVFCDKCNICVHQACYGILKVPEGSWLCRTCALGVQPKCLLCPKKGGAMKPTRSGTKWVHVSCALWIPEVSIGSPEKMEP.... Result: 0 (no interaction). (7) The miRNA is mmu-miR-7053-3p with sequence CUCCUGUGUCUCCUUCCCCAG. The protein sequence of the target gene is MGNRGMEELIPLVNKLQDAFSSIGQSCHLDLPQIAVVGGQSAGKSSVLENFVGRDFLPRGSGIVTRRPLILQLIFSKTEYAEFLHCKSKKFTDFDEVRQEIEAETDRVTGTNKGISPVPINLRVYSPHVLNLTLIDLPGITKVPVGDQPPDIEYQIKDMILQFISRESSLILAVTPANMDLANSDALKLAKEVDPQGLRTIGVITKLDLMDEGTDARDVLENKLLPLRRGYIGVVNRSQKDIEGKKDIRAALAAERKFFLSHPAYRHMADRMGTPHLQKTLNQQLTNHIRESLPTLRSKL.... Result: 0 (no interaction). (8) The miRNA is hsa-miR-6804-5p with sequence UGAGGGUGUCAGCAGGUGACG. The protein sequence of the target gene is MRRDVRILLLGEAQVGKTSLILSLVGEEFPEEVPARAEEITIPADVTPEKVPTHIVDYSEAEQTEEELQEEIHKANVVCVVYDVSEETTIEKIRTKWIPLVNGRTATGPRLPIILVGNKSDLRPGSTMEAVLPIMSQFPEIETCVECSAKHLRNISELFYYAQKAVLHPTAPLYDPEAKQLRPACAQALTRIFRLSDQDRDHGLSDEELNAFQKSCFGHPLAPQALEDVKRVVCKNVSGGVQNDRLTLEGFLFLNTLFIQRGRHETTWTILRRFGYSDSLELTPDYLYPALHVPPGCSTE.... Result: 0 (no interaction). (9) The miRNA is hsa-miR-3065-5p with sequence UCAACAAAAUCACUGAUGCUGGA. The protein sequence of the target gene is MAPITTSREEFDEIPTVVGIFSAFGLVFTVSLFAWICCQRKSSKSNKTPPYKFVHVLKGVDIYPENLNSKKKFGADDKNEVKNKPAVPKNSLHLDLEKRDLNGNFPKTNLKPGSPSDLENATPKLFLEGEKESVSPESLKSSTSLTSEEKQEKLGTLFFSLEYNFERKAFVVNIKEARGLPAMDEQSMTSDPYIKMTILPEKKHKVKTRVLRKTLDPAFDETFTFYGIPYTQIQELALHFTILSFDRFSRDDIIGEVLIPLSGIELSEGKMLMNREIIKRNVRKSSGRGELLISLCYQST.... Result: 1 (interaction).